The task is: Predict the reaction yield, written as a fraction of the theoretical maximum amount of product (1.0 means a 100% yield; for example, 0.34 means a 34% yield).. This data is from Reaction yield outcomes from USPTO patents with 853,638 reactions. The reactants are [N+](CCCC)(CCCC)(CCCC)CCCC.[F-].[CH:19]#[C:20][CH2:21][CH2:22][CH2:23][CH:24]([OH:31])[CH2:25][CH2:26][CH2:27][CH2:28][CH2:29][CH3:30].C1C[O:35]CC1. No catalyst specified. The product is [CH2:30]([OH:35])[CH2:29][CH2:28][CH2:27][CH2:26][CH2:25][CH:24]([OH:31])[CH2:23][CH2:22][CH2:21][C:20]#[CH:19]. The yield is 0.860.